From a dataset of TCR-epitope binding with 47,182 pairs between 192 epitopes and 23,139 TCRs. Binary Classification. Given a T-cell receptor sequence (or CDR3 region) and an epitope sequence, predict whether binding occurs between them. (1) Result: 1 (the TCR binds to the epitope). The epitope is FVDGVPFVV. The TCR CDR3 sequence is CASSSGTGETTGANVLTF. (2) The epitope is RILGAGCFV. The TCR CDR3 sequence is CASSSGLAFTGELFF. Result: 0 (the TCR does not bind to the epitope). (3) The epitope is IVDTVSALV. The TCR CDR3 sequence is CASRRQGREKLFF. Result: 0 (the TCR does not bind to the epitope). (4) The epitope is GMFNMLSTVLGVS. The TCR CDR3 sequence is CASSPGASASSYNEQFF. Result: 0 (the TCR does not bind to the epitope).